Dataset: Full USPTO retrosynthesis dataset with 1.9M reactions from patents (1976-2016). Task: Predict the reactants needed to synthesize the given product. (1) Given the product [CH3:28][C:21]1[CH:22]=[C:23]([CH:26]=[O:27])[CH:24]=[CH:25][C:20]=1[C:4]1[CH:5]=[CH:6][CH:7]=[CH:8][C:3]=1[C:2]([F:13])([F:12])[F:1], predict the reactants needed to synthesize it. The reactants are: [F:1][C:2]([F:13])([F:12])[C:3]1[CH:8]=[CH:7][CH:6]=[CH:5][C:4]=1B(O)O.FC(F)(F)S(O[C:20]1[CH:25]=[CH:24][C:23]([CH:26]=[O:27])=[CH:22][C:21]=1[CH3:28])(=O)=O.[Li+].[Cl-].C([O-])([O-])=O.[Na+].[Na+]. (2) Given the product [Cl:23][C:19]1[CH:18]=[C:17]([C:28]#[N:29])[C:16]2[C:15](=[O:25])[N:14]([CH:11]3[CH2:12][CH2:13][N:8]([CH:5]4[CH2:6][CH2:7][C:2]([F:26])([F:1])[CH2:3][CH2:4]4)[CH2:9][CH2:10]3)[CH2:22][C:21]=2[CH:20]=1, predict the reactants needed to synthesize it. The reactants are: [F:1][C:2]1([F:26])[CH2:7][CH2:6][CH:5]([N:8]2[CH2:13][CH2:12][CH:11]([N:14]3[CH2:22][C:21]4[C:16](=[C:17](I)[CH:18]=[C:19]([Cl:23])[CH:20]=4)[C:15]3=[O:25])[CH2:10][CH2:9]2)[CH2:4][CH2:3]1.[Cu][C:28]#[N:29].ClCCl.C(O)C. (3) Given the product [F:1][C:2]1[CH:14]=[C:13]([F:15])[CH:12]=[CH:11][C:3]=1[O:4][C:5]([CH3:10])([CH3:9])[C:6]#[N:8], predict the reactants needed to synthesize it. The reactants are: [F:1][C:2]1[CH:14]=[C:13]([F:15])[CH:12]=[CH:11][C:3]=1[O:4][C:5]([CH3:10])([CH3:9])[C:6]([NH2:8])=O.C(N(CC)CC)C.FC(F)(F)C(OC(=O)C(F)(F)F)=O.CO. (4) Given the product [CH3:1][O:2][C:3]1[CH:4]=[CH:5][C:6]2[NH:12][C:11](=[O:13])[N:10]([CH:14]3[CH2:19][CH2:18][N:17]([C:22]4[CH:23]=[C:24]([O:28][C:29]5[CH:38]=[N:37][C:36]6[C:31](=[CH:32][CH:33]=[CH:34][CH:35]=6)[N:30]=5)[N:25]=[CH:26][N:27]=4)[CH2:16][CH2:15]3)[CH2:9][CH2:8][C:7]=2[CH:20]=1, predict the reactants needed to synthesize it. The reactants are: [CH3:1][O:2][C:3]1[CH:4]=[CH:5][C:6]2[NH:12][C:11](=[O:13])[N:10]([CH:14]3[CH2:19][CH2:18][NH:17][CH2:16][CH2:15]3)[CH2:9][CH2:8][C:7]=2[CH:20]=1.Cl[C:22]1[N:27]=[CH:26][N:25]=[C:24]([O:28][C:29]2[CH:38]=[N:37][C:36]3[C:31](=[CH:32][CH:33]=[CH:34][CH:35]=3)[N:30]=2)[CH:23]=1.CCN(C(C)C)C(C)C. (5) The reactants are: [O:1]1CCCC1.[CH2:6]([O:13]CC(O)=O)[C:7]1[CH:12]=[CH:11][CH:10]=[CH:9][CH:8]=1.ON1[C:23]2[CH:24]=[CH:25][CH:26]=[CH:27][C:22]=2N=N1.Cl.C(N=C=NCCCN(C)C)C. Given the product [C:10]1([C:22]2[CH:27]=[CH:26][CH:25]=[CH:24][CH:23]=2)[CH:9]=[CH:8][C:7]([C:6]([OH:13])=[O:1])=[CH:12][CH:11]=1, predict the reactants needed to synthesize it. (6) The reactants are: [Cl:1][C:2]1[CH:7]=[CH:6][CH:5]=[C:4]([Cl:8])[C:3]=1[CH2:9][S:10]([C:13]1[CH:14]=[C:15]2[C:19](=[CH:20][CH:21]=1)[NH:18][C:17](=[O:22])/[C:16]/2=[CH:23]\[C:24]1[NH:28][C:27]([CH3:29])=[C:26]([CH2:30][C:31](O)=[O:32])[C:25]=1[CH3:34])(=[O:12])=[O:11].F[P-](F)(F)(F)(F)F.N1(O[P+](N(C)C)(N(C)C)N(C)C)C2C=CC=CC=2N=N1.[NH:62]1[CH2:67][CH2:66][CH:65]([N:68]2[CH2:73][CH2:72][O:71][CH2:70][CH2:69]2)[CH2:64][CH2:63]1.[Li+].[Cl-]. Given the product [Cl:8][C:4]1[CH:5]=[CH:6][CH:7]=[C:2]([Cl:1])[C:3]=1[CH2:9][S:10]([C:13]1[CH:14]=[C:15]2[C:19](=[CH:20][CH:21]=1)[NH:18][C:17](=[O:22])/[C:16]/2=[CH:23]\[C:24]1[NH:28][C:27]([CH3:29])=[C:26]([CH2:30][C:31]([N:62]2[CH2:67][CH2:66][CH:65]([N:68]3[CH2:73][CH2:72][O:71][CH2:70][CH2:69]3)[CH2:64][CH2:63]2)=[O:32])[C:25]=1[CH3:34])(=[O:11])=[O:12], predict the reactants needed to synthesize it.